From a dataset of HIV replication inhibition screening data with 41,000+ compounds from the AIDS Antiviral Screen. Binary Classification. Given a drug SMILES string, predict its activity (active/inactive) in a high-throughput screening assay against a specified biological target. (1) The molecule is N=C1NC(=O)C(=NO)C(=O)N1. The result is 0 (inactive). (2) The molecule is COc1ccc(C(=O)C=Cc2cccnc2)cc1OC. The result is 0 (inactive). (3) The molecule is CON=C(C(=O)Nc1c[n+](CC(=O)[O-])cs1)c1csc(=N)[nH]1. The result is 0 (inactive). (4) The drug is O=C(NC1C(=O)NNC1c1ccccc1Cl)c1ccccc1. The result is 0 (inactive).